From a dataset of Peptide-MHC class I binding affinity with 185,985 pairs from IEDB/IMGT. Regression. Given a peptide amino acid sequence and an MHC pseudo amino acid sequence, predict their binding affinity value. This is MHC class I binding data. (1) The peptide sequence is CSEYVKDIY. The MHC is HLA-B58:01 with pseudo-sequence HLA-B58:01. The binding affinity (normalized) is 0.0847. (2) The peptide sequence is WEILKFLITG. The MHC is HLA-B18:01 with pseudo-sequence HLA-B18:01. The binding affinity (normalized) is 0.0169. (3) The peptide sequence is LAIPATEFF. The MHC is HLA-B15:01 with pseudo-sequence HLA-B15:01. The binding affinity (normalized) is 0.868. (4) The peptide sequence is EDQFLPFMS. The MHC is HLA-B40:02 with pseudo-sequence HLA-B40:02. The binding affinity (normalized) is 0.170. (5) The peptide sequence is AAITLVVISV. The MHC is HLA-A68:02 with pseudo-sequence HLA-A68:02. The binding affinity (normalized) is 0.393. (6) The peptide sequence is VGIPTHRHL. The MHC is HLA-A29:02 with pseudo-sequence HLA-A29:02. The binding affinity (normalized) is 0. (7) The peptide sequence is HSRASPRIG. The MHC is HLA-A30:01 with pseudo-sequence HLA-A30:01. The binding affinity (normalized) is 1.00. (8) The peptide sequence is RLYSIFLIF. The MHC is HLA-A32:01 with pseudo-sequence HLA-A32:01. The binding affinity (normalized) is 0.822. (9) The peptide sequence is QRSTLERTSKASLER. The MHC is HLA-A31:01 with pseudo-sequence HLA-A31:01. The binding affinity (normalized) is 0.375.